This data is from Forward reaction prediction with 1.9M reactions from USPTO patents (1976-2016). The task is: Predict the product of the given reaction. (1) The product is: [CH2:22]([N:11]1[CH2:10][CH2:9][C:8]2[C:7]([C:1]3[CH:2]=[CH:3][CH:4]=[CH:5][CH:6]=3)=[CH:16][C:15]3[C:17](=[O:21])[C:18](=[O:20])[NH:19][C:14]=3[C:13]=2[CH2:12]1)[C:23]1[CH:28]=[CH:27][CH:26]=[CH:25][CH:24]=1. Given the reactants [C:1]1([C:7]2[C:8]3[CH2:9][CH2:10][NH:11][CH2:12][C:13]=3[C:14]3[NH:19][C:18](=[O:20])[C:17](=[O:21])[C:15]=3[CH:16]=2)[CH:6]=[CH:5][CH:4]=[CH:3][CH:2]=1.[CH2:22](Br)[C:23]1[CH:28]=[CH:27][CH:26]=[CH:25][CH:24]=1, predict the reaction product. (2) The product is: [Cl:28][C:29]1[C:30]([O:43][CH2:44][CH3:45])=[C:31]([CH:34]=[C:35]([CH:40]2[CH2:42][CH2:41]2)[C:36]=1[CH:37]1[CH2:38][CH2:39]1)[CH2:19][N:17]1[CH2:16][C:15]2([CH2:26][C:12]([N:9]3[CH2:8][CH2:7][C:6]([CH3:27])([C:4]([O:3][CH2:1][CH3:2])=[O:5])[CH2:11][CH2:10]3)=[N:13][O:14]2)[CH2:18]1. Given the reactants [CH2:1]([O:3][C:4]([C:6]1([CH3:27])[CH2:11][CH2:10][N:9]([C:12]2[CH2:26][C:15]3([CH2:18][N:17]([C:19](OC(C)(C)C)=O)[CH2:16]3)[O:14][N:13]=2)[CH2:8][CH2:7]1)=[O:5])[CH3:2].[Cl:28][C:29]1[C:30]([O:43][CH2:44][CH3:45])=[C:31]([CH:34]=[C:35]([CH:40]2[CH2:42][CH2:41]2)[C:36]=1[CH:37]1[CH2:39][CH2:38]1)C=O, predict the reaction product. (3) Given the reactants [F:1][C:2]([F:22])([F:21])[C:3]1[CH:4]=[C:5]([C:9]2[CH:10]=[CH:11][C:12]3[N:18]4[CH2:19][C@@H:15]([CH2:16][CH2:17]4)[NH:14][C:13]=3[N:20]=2)[CH:6]=[CH:7][CH:8]=1.Cl[C:24](Cl)([O:26]C(=O)OC(Cl)(Cl)Cl)Cl.[CH3:35][C:36]1([CH3:50])[O:40][C@H:39]([CH2:41][O:42][C:43]2[N:48]=[C:47](N)[CH:46]=[CH:45][N:44]=2)[CH2:38][O:37]1.O.O1CCC[CH2:53]1, predict the reaction product. The product is: [CH3:50][C:36]1([CH3:35])[O:40][C@@H:39]([CH2:41][O:42][C:43]2[CH:53]=[C:45]([NH:44][C:24]([N:14]3[C@@H:15]4[CH2:19][N:18]([CH2:17][CH2:16]4)[C:12]4[CH:11]=[CH:10][C:9]([C:5]5[CH:6]=[CH:7][CH:8]=[C:3]([C:2]([F:21])([F:1])[F:22])[CH:4]=5)=[N:20][C:13]3=4)=[O:26])[CH:46]=[CH:47][N:48]=2)[CH2:38][O:37]1. (4) Given the reactants Br[C:2]1[C:29]([O:30][CH3:31])=[CH:28][C:5]2[CH2:6][CH2:7][C:8]3[C:12]([C:4]=2[CH:3]=1)=[N:11][N:10]([CH2:13][CH2:14][CH2:15][NH:16][C:17]([O:19][C:20]([CH3:23])([CH3:22])[CH3:21])=[O:18])[C:9]=3[C:24]([O:26][CH3:27])=[O:25].[N+:32]([C:35]1[CH:36]=[C:37](B(O)O)[CH:38]=[CH:39][CH:40]=1)([O-:34])=[O:33].C(=O)([O-])[O-].[Na+].[Na+].C1(P(C2C=CC=CC=2)C2C=CC=CC=2)C=CC=CC=1, predict the reaction product. The product is: [C:20]([O:19][C:17]([NH:16][CH2:15][CH2:14][CH2:13][N:10]1[C:9]([C:24]([O:26][CH3:27])=[O:25])=[C:8]2[C:12]([C:4]3[CH:3]=[C:2]([C:39]4[CH:38]=[CH:37][CH:36]=[C:35]([N+:32]([O-:34])=[O:33])[CH:40]=4)[C:29]([O:30][CH3:31])=[CH:28][C:5]=3[CH2:6][CH2:7]2)=[N:11]1)=[O:18])([CH3:23])([CH3:22])[CH3:21]. (5) Given the reactants C(O[C:4](=[N:6][C:7](=O)[C:8]1[CH:13]=[CH:12][C:11]([CH3:14])=[CH:10][CH:9]=1)[CH3:5])C.[NH:16]([C:18]1[N:23]=[CH:22][C:21]([S:24]([NH2:27])(=[O:26])=[O:25])=[CH:20][CH:19]=1)[NH2:17].O, predict the reaction product. The product is: [CH3:5][C:4]1[N:6]=[C:7]([C:8]2[CH:9]=[CH:10][C:11]([CH3:14])=[CH:12][CH:13]=2)[N:16]([C:18]2[N:23]=[CH:22][C:21]([S:24]([NH2:27])(=[O:25])=[O:26])=[CH:20][CH:19]=2)[N:17]=1.